Binary Classification. Given two protein amino acid sequences, predict whether they physically interact or not. From a dataset of Human Reference Interactome with 51,813 positive PPI pairs across 8,248 proteins, plus equal number of experimentally-validated negative pairs. (1) Protein 1 (ENSG00000177469) has sequence MEDPTLYIVERPLPGYPDAEAPEPSSAGAQAAEEPSGAGSEELIKSDQVNGVLVLSLLDKIIGAVDQIQLTQAQLEERQAEMEGAVQSIQGELSKLGKAHATTSNTVSKLLEKVRKVSVNVKTVRGSLERQAGQIKKLEVNEAELLRRRNFKVMIYQDEVKLPAKLSISKSLKESEALPEKEGEELGEGERPEEDAAALELSSDEAVEVEEVIEESRAERIKRSGLRRVDDFKKAFSKEKMEKTKVRTRENLEKTRLKTKENLEKTRHTLEKRMNKLGTRLVPAERREKLKTSRDKLRKS.... Protein 2 (ENSG00000268988) has sequence MEQPTSSTNGEKRKSPCESNNKKNDEMQEAPNRVLAPKQSLQKTKTIEYLTIIVYYYRKHTKINSNQLEKDQSRENSINPVQEEEDEGLDSAEGSSQEDEDLDSSEGSSQEDEDLDSSEGSSQEDEDLDSSEGSSQEDEDLDSSEGSSQEDEDLDPPEGSSQEDEDLDSSEGSSQEGGED*. Result: 1 (the proteins interact). (2) Protein 1 (ENSG00000185085) has sequence MSALCDPPGAPGPPGPAPATHGPAPLSAQELSQEIKAFLTGVDPILGHQLSAREHARCGLLLLRSLPPARAAVLDHLRGVFDESVRAHLAALDETPVAGPPHLRPPPPSHVPAGGPGLEDVVQEVQQVLSEFIRANPKAWAPVISAWSIDLMGQLSSTYSGQHQRVPHATGALNELLQLWMGCRATRTLMDIYVQCLSALIGSCPDACVDALLDTSVQHSPHFDWVVAHIGSSFPGTIISRVLSCGLKDFCVHGGAGGGAGSSGGSSSQTPSTDPFPGSPAIPAEKRVPKIASVVGILGH.... Protein 2 (ENSG00000205864) has sequence MGCCGCSGGCGSGCGGCGSGCGGCGSSCCVPICCCKPVCCCVPACSCTSCGSCGGSKGCCGSCGGSKGGCGSCGGSKGGCGSCGCSQCSCCKPCYCSSGCGSSCCQSSCCKPCCSQASCCVPICCQCKI*. Result: 0 (the proteins do not interact). (3) Protein 1 (ENSG00000055070) has sequence MRRSLRAGKRRQTAGRKSKSPPKVPIVIQDDSLPAGPPPQIRILKRPTSNGVVSSPNSTSRPTLPVKSLAQREAEYAEARKRILGSASPEEEQEKPILDRPTRISQPEDSRQPNNVIRQPLGPDGSQGFKQRR*MEDEEVAESWEEAADSGEIDRRLEKKLKITQKESRKSKSPPKVPIVIQDDSLPAGPPPQIRILKRPTSNGVVSSPNSTSRPTLPVKSLAQREAEYAEARKRILGSASPEEEQEKPILDRPTRISQPEDSRQPNNVIRQPLGPDGSQGFKQRR*MEDEEVAESWEEA.... Protein 2 (ENSG00000197822) has sequence MSSRPLESPPPYRPDEFKPNHYAPSNDIYGGEMHVRPMLSQPAYSFYPEDEILHFYKWTSPPGVIRILSMLIIVMCIAIFACVASTLAWDRGYGTSLLGGSVGYPYGGSGFGSYGSGYGYGYGYGYGYGGYTDPRAAKGFMLAMAAFCFIAALVIFVTSVIRSEMSRTRRYYLSVIIVSAILGIMVFIATIVYIMGVNPTAQSSGSLYGSQIYALCNQFYTPAATGLYVDQYLYHYCVVDPQEAIAIVLGFMIIVAFALIIFFAVKTRRKMDRYDKSNILWDKEHIYDEQPPNVEEWVKN.... Result: 0 (the proteins do not interact).